From a dataset of Full USPTO retrosynthesis dataset with 1.9M reactions from patents (1976-2016). Predict the reactants needed to synthesize the given product. (1) The reactants are: [CH2:1]([O:5][C:6]([N:8]1[CH2:12][CH2:11][CH:10]([NH:13]C(OCC2C=CC=CC=2)=O)[CH2:9]1)=[O:7])[CH2:2][CH2:3][CH3:4]. Given the product [CH2:1]([O:5][C:6]([N:8]1[CH2:12][CH2:11][CH:10]([NH2:13])[CH2:9]1)=[O:7])[CH2:2][CH2:3][CH3:4], predict the reactants needed to synthesize it. (2) Given the product [Cl:27][C:6]1[CH:5]=[CH:4][C:3]([CH2:2][NH:1][C:28](=[O:33])[C:29]([CH3:32])([CH3:31])[CH3:30])=[CH:8][C:7]=1[C:9]1[NH:10][C:11](=[O:26])[N:12]([C:14]2[CH:19]=[CH:18][C:17]([C:20]#[C:21][CH:22]3[CH2:24][CH2:23]3)=[CH:16][C:15]=2[F:25])[N:13]=1, predict the reactants needed to synthesize it. The reactants are: [NH2:1][CH2:2][C:3]1[CH:4]=[CH:5][C:6]([Cl:27])=[C:7]([C:9]2[NH:10][C:11](=[O:26])[N:12]([C:14]3[CH:19]=[CH:18][C:17]([C:20]#[C:21][CH:22]4[CH2:24][CH2:23]4)=[CH:16][C:15]=3[F:25])[N:13]=2)[CH:8]=1.[C:28](Cl)(=[O:33])[C:29]([CH3:32])([CH3:31])[CH3:30]. (3) Given the product [N+:1]([C:4]1[CH:19]=[CH:18][CH:17]=[CH:16][C:5]=1[O:6][CH2:7][CH2:8][O:9][CH2:10][CH2:11][O:12][CH2:13][CH2:14][O:15][S:28]([CH3:27])(=[O:30])=[O:29])([O-:3])=[O:2], predict the reactants needed to synthesize it. The reactants are: [N+:1]([C:4]1[CH:19]=[CH:18][CH:17]=[CH:16][C:5]=1[O:6][CH2:7][CH2:8][O:9][CH2:10][CH2:11][O:12][CH2:13][CH2:14][OH:15])([O-:3])=[O:2].C(N(CC)CC)C.[CH3:27][S:28](Cl)(=[O:30])=[O:29].Cl. (4) Given the product [CH2:22]([N:15]1[CH:16]([CH3:19])[C:17](=[O:18])[N:13]([C:11]2[CH:10]=[N:9][N:8]([CH2:7][C:6]3[C:2]([CH3:1])=[N:3][O:4][C:5]=3[CH3:21])[CH:12]=2)[C:14]1=[O:20])[C:23]1[CH:28]=[CH:27][CH:26]=[CH:25][CH:24]=1, predict the reactants needed to synthesize it. The reactants are: [CH3:1][C:2]1[C:6]([CH2:7][N:8]2[CH:12]=[C:11]([N:13]3[C:17](=[O:18])[CH:16]([CH3:19])[NH:15][C:14]3=[O:20])[CH:10]=[N:9]2)=[C:5]([CH3:21])[O:4][N:3]=1.[CH2:22](Br)[C:23]1[CH:28]=[CH:27][CH:26]=[CH:25][CH:24]=1. (5) Given the product [CH2:21]([O:1][CH:2]1[C:7]([O:8][CH3:9])([O:10][CH3:11])[CH2:6][CH2:5][N:4]([C:12]([O:14][C:15]([CH3:18])([CH3:17])[CH3:16])=[O:13])[CH2:3]1)/[CH:22]=[CH:23]/[CH3:24], predict the reactants needed to synthesize it. The reactants are: [OH:1][CH:2]1[C:7]([O:10][CH3:11])([O:8][CH3:9])[CH2:6][CH2:5][N:4]([C:12]([O:14][C:15]([CH3:18])([CH3:17])[CH3:16])=[O:13])[CH2:3]1.[H-].[Na+].[CH2:21](Cl)[CH:22]=[CH:23][CH3:24]. (6) Given the product [NH2:9][C:5]1[N:4]=[C:3]([NH:16][C@@H:17]2[CH2:18][CH2:19][C@H:20]([O:23][CH2:24][CH2:25][OH:26])[CH2:21][CH2:22]2)[C:2]([Br:1])=[C:7]([CH3:8])[N:6]=1, predict the reactants needed to synthesize it. The reactants are: [Br:1][C:2]1[C:3]([NH:16][C@@H:17]2[CH2:22][CH2:21][C@H:20]([O:23][CH2:24][CH2:25][OH:26])[CH2:19][CH2:18]2)=[N:4][C:5]([N:9]2C(C)=CC=C2C)=[N:6][C:7]=1[CH3:8].Cl.NO.C(O)C. (7) Given the product [CH3:1][CH:2]([O:20][CH2:21][C:22]1[NH:23][CH:24]=[CH:25][N:26]=1)[C:3]1[CH:4]=[C:5]([N:9]2[C:13]3[CH:14]=[CH:15][C:16]([CH2:18][NH:19][C:27](=[O:29])[CH3:28])=[CH:17][C:12]=3[N:11]=[CH:10]2)[CH:6]=[CH:7][CH:8]=1, predict the reactants needed to synthesize it. The reactants are: [CH3:1][CH:2]([O:20][CH2:21][C:22]1[NH:23][CH:24]=[CH:25][N:26]=1)[C:3]1[CH:4]=[C:5]([N:9]2[C:13]3[CH:14]=[CH:15][C:16]([CH2:18][NH2:19])=[CH:17][C:12]=3[N:11]=[CH:10]2)[CH:6]=[CH:7][CH:8]=1.[C:27](OC(=O)C)(=[O:29])[CH3:28].